This data is from Peptide-MHC class I binding affinity with 185,985 pairs from IEDB/IMGT. The task is: Regression. Given a peptide amino acid sequence and an MHC pseudo amino acid sequence, predict their binding affinity value. This is MHC class I binding data. (1) The peptide sequence is VILFIMFMLI. The MHC is H-2-Dd with pseudo-sequence H-2-Dd. The binding affinity (normalized) is 0.418. (2) The peptide sequence is DIVNEHDIK. The MHC is HLA-A03:01 with pseudo-sequence HLA-A03:01. The binding affinity (normalized) is 0.